This data is from Reaction yield outcomes from USPTO patents with 853,638 reactions. The task is: Predict the reaction yield, written as a fraction of the theoretical maximum amount of product (1.0 means a 100% yield; for example, 0.34 means a 34% yield). (1) The reactants are [F:1][C:2]([F:13])([F:12])[C:3]1[CH:4]=[C:5]([CH:9]=[CH:10][CH:11]=1)[C:6](Cl)=[O:7].[CH2:14]([NH:21][C:22]([C:24]1[S:28][C:27]([NH2:29])=[N:26][C:25]=1[CH3:30])=[O:23])[C:15]1[CH:20]=[CH:19][CH:18]=[CH:17][CH:16]=1. No catalyst specified. The product is [CH2:14]([NH:21][C:22]([C:24]1[S:28][C:27]([NH:29][C:6](=[O:7])[C:5]2[CH:9]=[CH:10][CH:11]=[C:3]([C:2]([F:13])([F:12])[F:1])[CH:4]=2)=[N:26][C:25]=1[CH3:30])=[O:23])[C:15]1[CH:20]=[CH:19][CH:18]=[CH:17][CH:16]=1. The yield is 0.270. (2) The reactants are B(Br)(Br)Br.C[O:6][C:7]1[C:17]2[CH2:16][CH2:15][N:14]([C:18](=[O:23])[C:19]([F:22])([F:21])[F:20])[CH2:13][CH2:12][C:11]=2[CH:10]=[CH:9][CH:8]=1. The catalyst is C(Cl)Cl. The product is [OH:6][C:7]1[C:17]2[CH2:16][CH2:15][N:14]([C:18](=[O:23])[C:19]([F:22])([F:20])[F:21])[CH2:13][CH2:12][C:11]=2[CH:10]=[CH:9][CH:8]=1. The yield is 0.940. (3) The reactants are Cl[C:2]1[CH:9]=[CH:8][C:5]([CH:6]=[O:7])=[CH:4][C:3]=1[N+:10]([O-:12])=[O:11].[SH:13][CH2:14][CH2:15][C:16]([O:18][CH3:19])=[O:17].C([O-])([O-])=O.[K+].[K+]. The catalyst is CN(C=O)C. The product is [CH:6]([C:5]1[CH:8]=[CH:9][C:2]([S:13][CH2:14][CH2:15][C:16]([O:18][CH3:19])=[O:17])=[C:3]([N+:10]([O-:12])=[O:11])[CH:4]=1)=[O:7]. The yield is 0.970. (4) The reactants are [NH2:1][C:2]1[CH:3]=[CH:4][CH:5]=[C:6]2[C:11]=1[N:10]=[CH:9][CH:8]=[CH:7]2.[F:12][C:13]1[CH:14]=[CH:15][C:16]([N+:23]([O-:25])=[O:24])=[C:17]([S:19](Cl)(=[O:21])=[O:20])[CH:18]=1.N1C=CC=CC=1. The catalyst is CN(C1C=CN=CC=1)C.C(Cl)Cl. The product is [F:12][C:13]1[CH:14]=[CH:15][C:16]([N+:23]([O-:25])=[O:24])=[C:17]([S:19]([NH:1][C:2]2[CH:3]=[CH:4][CH:5]=[C:6]3[C:11]=2[N:10]=[CH:9][CH:8]=[CH:7]3)(=[O:20])=[O:21])[CH:18]=1. The yield is 0.250. (5) The reactants are [F:1][C:2]1[CH:15]=[CH:14][C:5]([CH2:6][S:7]([CH2:10][C:11](O)=O)(=[O:9])=[O:8])=[CH:4][CH:3]=1.[F:16][C:17]1[CH:24]=[CH:23][C:20](C=O)=[CH:19][CH:18]=1. No catalyst specified. The product is [F:1][C:2]1[CH:15]=[CH:14][C:5]([CH2:6][S:7](/[CH:10]=[CH:11]/[C:20]2[CH:23]=[CH:24][C:17]([F:16])=[CH:18][CH:19]=2)(=[O:9])=[O:8])=[CH:4][CH:3]=1. The yield is 0.730. (6) The catalyst is C1C=CC=CC=1.[Cl-].[Na+].O.C1C=CC(/C=C/C(/C=C/C2C=CC=CC=2)=O)=CC=1.C1C=CC(/C=C/C(/C=C/C2C=CC=CC=2)=O)=CC=1.[Pd]. The product is [C:13]([O:17][C:18]([NH:20][CH2:21]/[C:22](/[F:26])=[CH:23]\[CH2:24][C:6]1[CH:7]=[CH:8][CH:9]=[C:4]([CH2:3][O:2][CH3:1])[CH:5]=1)=[O:19])([CH3:16])([CH3:15])[CH3:14]. The reactants are [CH3:1][O:2][CH2:3][C:4]1[CH:5]=[C:6](B(O)O)[CH:7]=[CH:8][CH:9]=1.[C:13]([O:17][C:18]([NH:20][CH2:21]/[C:22](/[F:26])=[CH:23]\[CH2:24]Br)=[O:19])([CH3:16])([CH3:15])[CH3:14].C([O-])([O-])=O.[K+].[K+].CCOC(C)=O. The yield is 0.650. (7) The reactants are [O:1]=[C:2]1[C:11]2[CH2:10][CH2:9][CH2:8][CH2:7][C:6]=2[NH:5][C:4]2=[C:12]([C:15]#[N:16])[CH:13]=[N:14][N:3]12.CCN([CH2:22][CH3:23])CC.N1C=[CH:28][CH:27]=[CH:26][CH:25]=1. The catalyst is C(Cl)Cl.CC([O-])=O.CC([O-])=O.[Cu+2]. The product is [O:1]=[C:2]1[C:11]2[CH2:10][CH2:9][CH2:8][CH2:7][C:6]=2[N:5]([C:23]2[CH:22]=[CH:28][CH:27]=[CH:26][CH:25]=2)[C:4]2=[C:12]([C:15]#[N:16])[CH:13]=[N:14][N:3]12. The yield is 0.100.